Dataset: Ames mutagenicity test results for genotoxicity prediction. Task: Regression/Classification. Given a drug SMILES string, predict its toxicity properties. Task type varies by dataset: regression for continuous values (e.g., LD50, hERG inhibition percentage) or binary classification for toxic/non-toxic outcomes (e.g., AMES mutagenicity, cardiotoxicity, hepatotoxicity). Dataset: ames. The molecule is O=[N+]([O-])c1cc([N+](=O)[O-])c2ccccc2c1. The result is 1 (mutagenic).